From a dataset of Full USPTO retrosynthesis dataset with 1.9M reactions from patents (1976-2016). Predict the reactants needed to synthesize the given product. (1) Given the product [N+:1]([C:4]1[CH:9]=[CH:8][C:7]([CH3:10])=[C:6]([C:13]#[N:15])[C:5]=1[OH:12])([O-:3])=[O:2], predict the reactants needed to synthesize it. The reactants are: [N+:1]([C:4]1[CH:9]=[CH:8][C:7]([CH3:10])=[C:6](Br)[C:5]=1[OH:12])([O-:3])=[O:2].[CH2:13]([N:15](CC)CC)C.CN(C1C=CC=CN=1)C.[Cu]C#N. (2) The reactants are: [NH2:1][CH2:2][C:3]([CH3:6])([SH:5])[CH3:4].[C:7]1(=O)[O:12][C:10](=[O:11])[C:9]2=[CH:13][CH:14]=[CH:15][CH:16]=[C:8]12. Given the product [CH3:4][C:3]([SH:5])([CH3:6])[CH2:2][N:1]1[C:10](=[O:11])[C:9]2[C:8](=[CH:16][CH:15]=[CH:14][CH:13]=2)[C:7]1=[O:12], predict the reactants needed to synthesize it. (3) Given the product [C:4]([C:11]1[CH:12]=[N:13][CH:14]=[C:15]([CH2:17][O:18][Si:19]([CH:26]([CH3:28])[CH3:27])([CH:23]([CH3:25])[CH3:24])[CH:20]([CH3:22])[CH3:21])[CH:16]=1)([CH3:7])([CH3:6])[CH3:5], predict the reactants needed to synthesize it. The reactants are: C([Cu])#N.[C:4]([Mg]Br)([CH3:7])([CH3:6])[CH3:5].Br[C:11]1[CH:12]=[N:13][CH:14]=[C:15]([CH2:17][O:18][Si:19]([CH:26]([CH3:28])[CH3:27])([CH:23]([CH3:25])[CH3:24])[CH:20]([CH3:22])[CH3:21])[CH:16]=1. (4) Given the product [CH2:10]([O:12][C:13](=[O:18])[C:14]([CH2:16][F:7])=[CH2:15])[CH3:11], predict the reactants needed to synthesize it. The reactants are: C(N(S(F)(F)[F:7])CC)C.[CH2:10]([O:12][C:13](=[O:18])[C:14]([CH2:16]O)=[CH2:15])[CH3:11].